Dataset: Peptide-MHC class I binding affinity with 185,985 pairs from IEDB/IMGT. Task: Regression. Given a peptide amino acid sequence and an MHC pseudo amino acid sequence, predict their binding affinity value. This is MHC class I binding data. (1) The peptide sequence is AYDGEEYM. The MHC is H-2-Kd with pseudo-sequence H-2-Kd. The binding affinity (normalized) is 0.469. (2) The peptide sequence is FLGQADFSL. The MHC is HLA-A02:06 with pseudo-sequence HLA-A02:06. The binding affinity (normalized) is 1.00.